This data is from Reaction yield outcomes from USPTO patents with 853,638 reactions. The task is: Predict the reaction yield, written as a fraction of the theoretical maximum amount of product (1.0 means a 100% yield; for example, 0.34 means a 34% yield). (1) The reactants are C1(P(C2C=CC=CC=2)C2C3OC4C(=CC=CC=4P(C4C=CC=CC=4)C4C=CC=CC=4)C(C)(C)C=3C=CC=2)C=CC=CC=1.[CH3:43][O:44][C:45]1[CH:50]=[CH:49][C:48]([SH:51])=[CH:47][CH:46]=1.CCN(C(C)C)C(C)C.[C:61]([O:65][C:66]([N:68]1[CH2:72][CH2:71][CH:70]([C:73]2[CH:78]=[CH:77][C:76](Br)=[CH:75][C:74]=2[CH3:80])[CH2:69]1)=[O:67])([CH3:64])([CH3:63])[CH3:62].OS([O-])(=O)=O.[K+].[O-]S([O-])(=O)=O.[Na+].[Na+]. The catalyst is O1CCOCC1.C1C=CC(/C=C/C(/C=C/C2C=CC=CC=2)=O)=CC=1.C1C=CC(/C=C/C(/C=C/C2C=CC=CC=2)=O)=CC=1.C1C=CC(/C=C/C(/C=C/C2C=CC=CC=2)=O)=CC=1.[Pd].[Pd]. The product is [C:61]([O:65][C:66]([N:68]1[CH2:72][CH2:71][CH:70]([C:73]2[CH:78]=[CH:77][C:76]([S:51][C:48]3[CH:49]=[CH:50][C:45]([O:44][CH3:43])=[CH:46][CH:47]=3)=[CH:75][C:74]=2[CH3:80])[CH2:69]1)=[O:67])([CH3:64])([CH3:63])[CH3:62]. The yield is 0.770. (2) The reactants are [NH2:1][CH2:2][C:3]1([CH3:15])[CH2:7][CH2:6][N:5]([C:8]([O:10][C:11]([CH3:14])([CH3:13])[CH3:12])=[O:9])[CH2:4]1.[O:16]1[C@:18]2([CH2:23][CH2:22][CH2:21][C@H:20]([CH2:24][N:25]3[C:29]4[CH:30]=[C:31]([C:34]#[N:35])[CH:32]=[CH:33][C:28]=4[N:27]=[CH:26]3)[CH2:19]2)[CH2:17]1. The product is [C:34]([C:31]1[CH:32]=[CH:33][C:28]2[N:27]=[CH:26][N:25]([CH2:24][C@H:20]3[CH2:21][CH2:22][CH2:23][C@:18]([CH2:17][NH:1][CH2:2][C:3]4([CH3:15])[CH2:7][CH2:6][N:5]([C:8]([O:10][C:11]([CH3:14])([CH3:13])[CH3:12])=[O:9])[CH2:4]4)([OH:16])[CH2:19]3)[C:29]=2[CH:30]=1)#[N:35]. The catalyst is C(O)(C)C. The yield is 0.624.